The task is: Regression. Given two drug SMILES strings and cell line genomic features, predict the synergy score measuring deviation from expected non-interaction effect.. This data is from NCI-60 drug combinations with 297,098 pairs across 59 cell lines. (1) Drug 1: C1CC(C1)(C(=O)O)C(=O)O.[NH2-].[NH2-].[Pt+2]. Drug 2: CN(CCCl)CCCl.Cl. Cell line: MDA-MB-435. Synergy scores: CSS=9.79, Synergy_ZIP=-0.686, Synergy_Bliss=4.98, Synergy_Loewe=3.08, Synergy_HSA=3.33. (2) Drug 1: C1=NC(=NC(=O)N1C2C(C(C(O2)CO)O)O)N. Drug 2: CC(C)NC(=O)C1=CC=C(C=C1)CNNC.Cl. Cell line: UACC-257. Synergy scores: CSS=5.61, Synergy_ZIP=-0.746, Synergy_Bliss=3.00, Synergy_Loewe=0.174, Synergy_HSA=0.311. (3) Drug 1: CC1=C2C(C(=O)C3(C(CC4C(C3C(C(C2(C)C)(CC1OC(=O)C(C(C5=CC=CC=C5)NC(=O)OC(C)(C)C)O)O)OC(=O)C6=CC=CC=C6)(CO4)OC(=O)C)O)C)O. Drug 2: C1=CC=C(C(=C1)C(C2=CC=C(C=C2)Cl)C(Cl)Cl)Cl. Cell line: U251. Synergy scores: CSS=10.5, Synergy_ZIP=9.17, Synergy_Bliss=9.61, Synergy_Loewe=11.5, Synergy_HSA=6.07. (4) Drug 1: CC1C(C(=O)NC(C(=O)N2CCCC2C(=O)N(CC(=O)N(C(C(=O)O1)C(C)C)C)C)C(C)C)NC(=O)C3=C4C(=C(C=C3)C)OC5=C(C(=O)C(=C(C5=N4)C(=O)NC6C(OC(=O)C(N(C(=O)CN(C(=O)C7CCCN7C(=O)C(NC6=O)C(C)C)C)C)C(C)C)C)N)C. Drug 2: CCC1(CC2CC(C3=C(CCN(C2)C1)C4=CC=CC=C4N3)(C5=C(C=C6C(=C5)C78CCN9C7C(C=CC9)(C(C(C8N6C)(C(=O)OC)O)OC(=O)C)CC)OC)C(=O)OC)O.OS(=O)(=O)O. Cell line: NCI-H226. Synergy scores: CSS=6.01, Synergy_ZIP=-4.15, Synergy_Bliss=-5.57, Synergy_Loewe=-11.1, Synergy_HSA=-5.71. (5) Drug 1: COC1=CC(=CC(=C1O)OC)C2C3C(COC3=O)C(C4=CC5=C(C=C24)OCO5)OC6C(C(C7C(O6)COC(O7)C8=CC=CS8)O)O. Drug 2: C(CCl)NC(=O)N(CCCl)N=O. Cell line: KM12. Synergy scores: CSS=29.2, Synergy_ZIP=6.69, Synergy_Bliss=2.95, Synergy_Loewe=-28.0, Synergy_HSA=3.18. (6) Synergy scores: CSS=5.69, Synergy_ZIP=-1.46, Synergy_Bliss=-0.149, Synergy_Loewe=-2.61, Synergy_HSA=-1.28. Drug 2: C1CN1C2=NC(=NC(=N2)N3CC3)N4CC4. Drug 1: CCC(=C(C1=CC=CC=C1)C2=CC=C(C=C2)OCCN(C)C)C3=CC=CC=C3.C(C(=O)O)C(CC(=O)O)(C(=O)O)O. Cell line: NCI-H226.